This data is from Retrosynthesis with 50K atom-mapped reactions and 10 reaction types from USPTO. The task is: Predict the reactants needed to synthesize the given product. (1) Given the product CCOC(=O)c1cnc2cc(C(F)(F)F)ccc2c1-c1ccc(C)c(C)c1, predict the reactants needed to synthesize it. The reactants are: CCOC(=O)c1cnc2cc(C(F)(F)F)ccc2c1OS(=O)(=O)C(F)(F)F.Cc1ccc(B(O)O)cc1C. (2) Given the product CCCn1c(C)c(-c2ccncc2)c2cc(OC(C)(C)C(=O)NC3CCCCC3)ccc21, predict the reactants needed to synthesize it. The reactants are: CCCn1c(C)c(-c2ccncc2)c2cc(OC(C)(C)C(=O)O)ccc21.NC1CCCCC1.